Dataset: Ames mutagenicity test results for genotoxicity prediction. Task: Regression/Classification. Given a drug SMILES string, predict its toxicity properties. Task type varies by dataset: regression for continuous values (e.g., LD50, hERG inhibition percentage) or binary classification for toxic/non-toxic outcomes (e.g., AMES mutagenicity, cardiotoxicity, hepatotoxicity). Dataset: ames. (1) The molecule is O=C(O)[C@@H]1CSCN1. The result is 0 (non-mutagenic). (2) The molecule is CC(C)n1c(C=CC(O)CC(O)CC(=O)O)c(-c2ccc(F)cc2)c2ccccc21. The result is 0 (non-mutagenic).